From a dataset of Catalyst prediction with 721,799 reactions and 888 catalyst types from USPTO. Predict which catalyst facilitates the given reaction. (1) Reactant: [OH:1][C:2]1[CH:17]=[CH:16][C:5]([CH2:6][CH2:7][NH:8][C:9](=[O:15])[O:10][C:11]([CH3:14])([CH3:13])[CH3:12])=[CH:4][CH:3]=1.CS(O[CH2:23][C:24]([F:27])([F:26])[CH3:25])(=O)=O.C(=O)([O-])[O-].[Cs+].[Cs+].O. Product: [F:26][C:24]([F:27])([CH3:25])[CH2:23][O:1][C:2]1[CH:17]=[CH:16][C:5]([CH2:6][CH2:7][NH:8][C:9](=[O:15])[O:10][C:11]([CH3:14])([CH3:12])[CH3:13])=[CH:4][CH:3]=1. The catalyst class is: 3. (2) Reactant: [CH3:1][C:2]1[C:3]([C:19]([O:21][CH2:22][CH3:23])=[O:20])=[C:4]2[CH:9]=[CH:8][CH:7]=[N:6][N:5]2[C:10]=1[C:11]([N:13]1[CH2:18][CH2:17][NH:16][CH2:15][CH2:14]1)=[O:12].C(N(CC)CC)C.[CH3:31][S:32](Cl)(=[O:34])=[O:33]. Product: [CH3:1][C:2]1[C:3]([C:19]([O:21][CH2:22][CH3:23])=[O:20])=[C:4]2[CH:9]=[CH:8][CH:7]=[N:6][N:5]2[C:10]=1[C:11]([N:13]1[CH2:14][CH2:15][N:16]([S:32]([CH3:31])(=[O:34])=[O:33])[CH2:17][CH2:18]1)=[O:12]. The catalyst class is: 4. (3) Reactant: [CH3:1][C@H:2]([OH:9])[CH2:3][CH2:4][CH2:5][CH2:6][CH2:7][CH3:8].C1(P(C2C=CC=CC=2)C2C=CC=CC=2)C=CC=CC=1.[C:29](O)(=[O:36])[C:30]1[CH:35]=[CH:34][CH:33]=[CH:32][CH:31]=1.C(OC(N=NC(OC(C)C)=O)=O)(C)C.C1(C)C=CC=CC=1. Product: [C:29]([O:9][C@@H:2]([CH2:3][CH2:4][CH2:5][CH2:6][CH2:7][CH3:8])[CH3:1])(=[O:36])[C:30]1[CH:35]=[CH:34][CH:33]=[CH:32][CH:31]=1.[CH3:1][C@H:2]([OH:9])[CH2:3][CH2:4][CH2:5][CH2:6][CH2:7][CH3:8]. The catalyst class is: 20. (4) Reactant: [CH3:1][O:2][C:3]1[CH:8]=[CH:7][C:6]([SH:9])=[CH:5][CH:4]=1.Br[CH2:11][C:12]([O:14]CC)=[O:13].[OH-].[K+].[OH-].[Na+]. Product: [CH3:1][O:2][C:3]1[CH:8]=[CH:7][C:6]([S:9][CH2:11][C:12]([OH:14])=[O:13])=[CH:5][CH:4]=1. The catalyst class is: 97. (5) Reactant: [CH:1]1([C:4]2[CH:5]=[C:6]([C:14](=O)[C:15](C3C=CC=C(C#CCCOC)C=3)=[O:16])[CH:7]=[CH:8][C:9]=2[O:10][CH:11]([F:13])[F:12])[CH2:3][CH2:2]1.Cl.[CH3:31][NH:32][C:33]([NH2:35])=[NH:34].[C:36](=[O:39])([O-])[O-].[Na+].[Na+].[CH:42](O)([CH3:44])[CH3:43]. Product: [NH2:34][C:33]1[N:32]([CH3:31])[C:15](=[O:16])[C:14]([C:6]2[CH:7]=[CH:8][C:9]([O:10][CH:11]([F:12])[F:13])=[C:4]([CH:1]3[CH2:2][CH2:3]3)[CH:5]=2)([C:42]2[CH:44]=[CH:3][CH:2]=[C:1]([C:4]#[C:9][CH2:8][CH2:7][O:39][CH3:36])[CH:43]=2)[N:35]=1. The catalyst class is: 27. (6) Reactant: [NH2:1][C:2]1[N:7]=[CH:6][N:5]=[C:4]2[N:8]([C@H:22]([C:24]3[O:25][C:26]4[C:31]([C:32](=[O:41])[C:33]=3[C:34]3[CH:39]=[CH:38][CH:37]=[C:36]([F:40])[CH:35]=3)=[CH:30][C:29]([F:42])=[CH:28][CH:27]=4)[CH3:23])[N:9]=[C:10]([C:11]3[CH:16]=[CH:15][C:14]([O:17][CH:18]([CH3:20])[CH3:19])=[C:13]([F:21])[CH:12]=3)[C:3]=12.[C:43]1([CH3:53])[CH:48]=[CH:47][C:46]([S:49]([OH:52])(=[O:51])=[O:50])=[CH:45][CH:44]=1. Product: [CH3:53][C:43]1[CH:44]=[CH:45][C:46]([S:49]([OH:52])(=[O:51])=[O:50])=[CH:47][CH:48]=1.[NH2:1][C:2]1[N:7]=[CH:6][N:5]=[C:4]2[N:8]([C@H:22]([C:24]3[O:25][C:26]4[C:31]([C:32](=[O:41])[C:33]=3[C:34]3[CH:39]=[CH:38][CH:37]=[C:36]([F:40])[CH:35]=3)=[CH:30][C:29]([F:42])=[CH:28][CH:27]=4)[CH3:23])[N:9]=[C:10]([C:11]3[CH:16]=[CH:15][C:14]([O:17][CH:18]([CH3:19])[CH3:20])=[C:13]([F:21])[CH:12]=3)[C:3]=12. The catalyst class is: 32. (7) Reactant: [C:1]([CH2:3][C:4]1[C:5]([C:10]#[N:11])=[N:6][CH:7]=[CH:8][CH:9]=1)#[N:2].[CH3:12][O-:13].[Na+]. Product: [CH3:12][O:13][C:1]1[CH:3]=[C:4]2[C:5](=[C:10]([NH2:11])[N:2]=1)[N:6]=[CH:7][CH:8]=[CH:9]2. The catalyst class is: 5. (8) Reactant: CS[C:3]1[C:4]2[NH:11][N:10]=[CH:9][C:5]=2[N:6]=[CH:7][N:8]=1.[Cl:12][C:13]1[CH:14]=[C:15]([CH:17]=[CH:18][C:19]=1[O:20][CH2:21][C:22]1[CH:27]=[CH:26][CH:25]=[C:24]([F:28])[CH:23]=1)[NH2:16].Cl.N1C=CC=CC=1. Product: [Cl:12][C:13]1[CH:14]=[C:15]([NH:16][C:3]2[C:4]3[NH:11][N:10]=[CH:9][C:5]=3[N:6]=[CH:7][N:8]=2)[CH:17]=[CH:18][C:19]=1[O:20][CH2:21][C:22]1[CH:27]=[CH:26][CH:25]=[C:24]([F:28])[CH:23]=1. The catalyst class is: 435. (9) Reactant: [CH3:1][O:2][C:3]1[CH:8]=[CH:7][CH:6]=[CH:5][C:4]=1[CH:9]1[CH2:14][CH2:13][NH:12][CH2:11][CH2:10]1.Cl[C:16]1[C:25]2[C:20](=[CH:21][C:22]([O:28][CH3:29])=[C:23]([O:26][CH3:27])[CH:24]=2)[N:19]=[C:18]([CH:30]2[CH2:32][CH2:31]2)[N:17]=1. Product: [CH:30]1([C:18]2[N:17]=[C:16]([N:12]3[CH2:13][CH2:14][CH:9]([C:4]4[CH:5]=[CH:6][CH:7]=[CH:8][C:3]=4[O:2][CH3:1])[CH2:10][CH2:11]3)[C:25]3[C:20](=[CH:21][C:22]([O:28][CH3:29])=[C:23]([O:26][CH3:27])[CH:24]=3)[N:19]=2)[CH2:32][CH2:31]1. The catalyst class is: 3. (10) Reactant: [C:1]1([C:13]2[CH:18]=[CH:17][CH:16]=[CH:15][CH:14]=2)[CH:6]=[CH:5][CH:4]=[C:3]([C:7]2[N:11]=[N:10][CH:9]([NH2:12])[N:8]=2)[CH:2]=1.[C:19]([CH:22]([CH2:27][C:28]([O:30][CH3:31])=[O:29])[C:23](OC)=[O:24])(=O)[CH3:20].S(O)(C1C=CC(C)=CC=1)(=O)=O. Product: [C:1]1([C:13]2[CH:14]=[CH:15][CH:16]=[CH:17][CH:18]=2)[CH:6]=[CH:5][CH:4]=[C:3]([C:7]2[N:8]=[C:9]3[N:12]=[C:19]([CH3:20])[C:22]([CH2:27][C:28]([O:30][CH3:31])=[O:29])=[C:23]([OH:24])[N:10]3[N:11]=2)[CH:2]=1. The catalyst class is: 113.